Predict the product of the given reaction. From a dataset of Forward reaction prediction with 1.9M reactions from USPTO patents (1976-2016). (1) Given the reactants [C:1]1([NH:7][S:8](=[O:11])(=O)[O-:9])[CH:6]=[CH:5][CH:4]=[CH:3][CH:2]=1.[Na+].P(Cl)(Cl)(Cl)(Cl)[Cl:14], predict the reaction product. The product is: [C:1]1([NH:7][S:8]([Cl:14])(=[O:11])=[O:9])[CH:6]=[CH:5][CH:4]=[CH:3][CH:2]=1. (2) The product is: [CH3:43][NH:44][C:45]([N:27]1[CH2:28][CH2:29][C:24]2[N:23]([CH:30]3[CH2:35][CH2:34][O:33][CH2:32][CH2:31]3)[N:22]=[C:21]([N:13]3[C:14]4[C:9](=[CH:8][C:7]([C:5]5[CH:4]=[N:3][N:2]([CH3:1])[CH:6]=5)=[C:16]([S:17]([CH3:20])(=[O:19])=[O:18])[CH:15]=4)[CH2:10][CH2:11][CH2:12]3)[C:25]=2[CH2:26]1)=[O:46]. Given the reactants [CH3:1][N:2]1[CH:6]=[C:5]([C:7]2[CH:8]=[C:9]3[C:14](=[CH:15][C:16]=2[S:17]([CH3:20])(=[O:19])=[O:18])[N:13]([C:21]2[C:25]4[CH2:26][NH:27][CH2:28][CH2:29][C:24]=4[N:23]([CH:30]4[CH2:35][CH2:34][O:33][CH2:32][CH2:31]4)[N:22]=2)[CH2:12][CH2:11][CH2:10]3)[CH:4]=[N:3]1.C(N(CC)CC)C.[CH3:43][NH:44][C:45](N1C=CN=C1)=[O:46], predict the reaction product. (3) Given the reactants [N:1]([C@@H:4]([C@H:9]([O:17][CH3:18])[C:10]([O:12][C:13]([CH3:16])([CH3:15])[CH3:14])=[O:11])[C:5]([O:7][CH3:8])=[O:6])=[N+]=[N-].O.C1C=CC(P(C2C=CC=CC=2)C2C=CC=CC=2)=CC=1.[N+:39]([C:42]1[CH:79]=[CH:78][C:45]([C:46]([NH:48][C:49]2[CH:77]=[CH:76][C:52]([C:53](O[C:53](=[O:54])[C:52]3[CH:76]=[CH:77][C:49]([NH:48][C:46](=[O:47])[C:45]4[CH:44]=[CH:43][C:42]([N+:39]([O-:41])=[O:40])=[CH:79][CH:78]=4)=[CH:50][CH:51]=3)=[O:54])=[CH:51][CH:50]=2)=[O:47])=[CH:44][CH:43]=1)([O-:41])=[O:40], predict the reaction product. The product is: [CH3:18][O:17][C@@H:9]([C@@H:4]([NH:1][C:53](=[O:54])[C:52]1[CH:51]=[CH:50][C:49]([NH:48][C:46](=[O:47])[C:45]2[CH:78]=[CH:79][C:42]([N+:39]([O-:41])=[O:40])=[CH:43][CH:44]=2)=[CH:77][CH:76]=1)[C:5]([O:7][CH3:8])=[O:6])[C:10]([O:12][C:13]([CH3:16])([CH3:15])[CH3:14])=[O:11]. (4) Given the reactants Cl[C:2]1[N:3]=[CH:4][C:5]([C:8]([O:10][CH3:11])=[O:9])=[N:6][CH:7]=1.[S:12]1[CH:16]=[C:15]([CH2:17][OH:18])[N:14]=[CH:13]1.C(=O)([O-])[O-].[Cs+].[Cs+].CN(C=O)C, predict the reaction product. The product is: [S:12]1[CH:16]=[C:15]([CH2:17][O:18][C:2]2[N:3]=[CH:4][C:5]([C:8]([O:10][CH3:11])=[O:9])=[N:6][CH:7]=2)[N:14]=[CH:13]1. (5) Given the reactants C([C@](C([O-])=O)(O)[C@](CC)(O)C([O-])=[O:6])C.C(N)(=S)C.[Cl:19][C:20]1[CH:25]=[CH:24][C:23]([C:26]2[CH:37]=[CH:36][CH:35]=[CH:34][C:27]=2[CH2:28][S:29][CH2:30][C:31]([NH2:33])=[O:32])=[CH:22][CH:21]=1.C(N(CC)CC)C.[O-]O.C1(C(C)C)C=CC=CC=1, predict the reaction product. The product is: [Cl:19][C:20]1[CH:21]=[CH:22][C:23]([C:26]2[CH:37]=[CH:36][CH:35]=[CH:34][C:27]=2[CH2:28][S:29]([CH2:30][C:31]([NH2:33])=[O:32])=[O:6])=[CH:24][CH:25]=1. (6) The product is: [C:17]([C:21]1[CH:22]=[CH:23][C:24]([C:27]([CH3:28])=[CH:5][C:4]([OH:3])=[O:14])=[CH:25][CH:26]=1)([CH3:20])([CH3:19])[CH3:18]. Given the reactants C([O:3][C:4](=[O:14])[CH2:5]P(OCC)(OCC)=O)C.[H-].[Na+].[C:17]([C:21]1[CH:26]=[CH:25][C:24]([CH2:27][C:28](C2C=CC=CC=2)=O)=[CH:23][CH:22]=1)([CH3:20])([CH3:19])[CH3:18], predict the reaction product. (7) Given the reactants [CH3:1][NH2:2].[Br:3][C:4]1[CH:9]=[CH:8][C:7]([S:10](Cl)(=[O:12])=[O:11])=[CH:6][CH:5]=1.[NH4+].[Cl-], predict the reaction product. The product is: [Br:3][C:4]1[CH:9]=[CH:8][C:7]([S:10]([NH:2][CH3:1])(=[O:12])=[O:11])=[CH:6][CH:5]=1. (8) Given the reactants [Cl:1][C:2]1[CH:7]=[CH:6][C:5]([C:8](=[O:27])/[CH:9]=[CH:10]/[C:11]2[CH:26]=[CH:25][C:14]([C:15]([NH:17][CH:18]3[CH2:23][CH2:22][CH:21]([OH:24])[CH2:20][CH2:19]3)=[O:16])=[CH:13][CH:12]=2)=[C:4]([NH:28][C:29]2[CH:34]=[CH:33][CH:32]=[CH:31][CH:30]=2)[CH:3]=1.C1COCC1.CC(C)=O, predict the reaction product. The product is: [Cl:1][C:2]1[CH:7]=[CH:6][C:5]([C:8](=[O:27])[CH2:9][CH2:10][C:11]2[CH:26]=[CH:25][C:14]([C:15]([NH:17][CH:18]3[CH2:23][CH2:22][CH:21]([OH:24])[CH2:20][CH2:19]3)=[O:16])=[CH:13][CH:12]=2)=[C:4]([NH:28][C:29]2[CH:34]=[CH:33][CH:32]=[CH:31][CH:30]=2)[CH:3]=1. (9) Given the reactants Cl[CH2:2][CH2:3][CH:4]1[CH2:8][CH2:7][CH:6]([C:9]2[CH:14]=[CH:13][C:12]([F:15])=[CH:11][CH:10]=2)[N:5]1[S:16]([C:19]1[CH:24]=[CH:23][C:22]([CH3:25])=[CH:21][CH:20]=1)(=[O:18])=[O:17].[CH3:26][C:27]1[NH:31][N:30]=[N:29][N:28]=1, predict the reaction product. The product is: [F:15][C:12]1[CH:11]=[CH:10][C:9]([CH:6]2[N:5]([S:16]([C:19]3[CH:20]=[CH:21][C:22]([CH3:25])=[CH:23][CH:24]=3)(=[O:17])=[O:18])[CH:4]([CH2:3][CH2:2][N:28]3[C:27]([CH3:26])=[N:31][N:30]=[N:29]3)[CH2:8][CH2:7]2)=[CH:14][CH:13]=1.